Dataset: Full USPTO retrosynthesis dataset with 1.9M reactions from patents (1976-2016). Task: Predict the reactants needed to synthesize the given product. (1) Given the product [I:1][C:2]1[CH:7]=[CH:6][C:5]2[NH:8][C:19]3[CH2:20][CH2:21][N:16]([CH3:15])[CH2:17][C:18]=3[C:4]=2[CH:3]=1, predict the reactants needed to synthesize it. The reactants are: [I:1][C:2]1[CH:7]=[CH:6][C:5]([NH:8]N)=[CH:4][CH:3]=1.S(=O)(=O)(O)O.[CH3:15][N:16]1[CH2:21][CH2:20][C:19](=O)[CH2:18][CH2:17]1. (2) Given the product [Cl:17][C:18]1[CH:24]=[CH:23][CH:22]=[C:21]([F:25])[C:19]=1[NH:20][C:2]1[CH:11]=[CH:10][N:9]=[C:8]2[C:3]=1[C:4]1[CH:16]=[CH:15][CH:14]=[CH:13][C:5]=1[C:6](=[O:12])[NH:7]2, predict the reactants needed to synthesize it. The reactants are: Cl[C:2]1[CH:11]=[CH:10][N:9]=[C:8]2[C:3]=1[C:4]1[CH:16]=[CH:15][CH:14]=[CH:13][C:5]=1[C:6](=[O:12])[NH:7]2.[Cl:17][C:18]1[CH:24]=[CH:23][CH:22]=[C:21]([F:25])[C:19]=1[NH2:20]. (3) Given the product [CH3:19][O:18][C:15]1[CH:16]=[CH:17][C:12]([C:2]2[S:1][CH:5]=[CH:4][N:3]=2)=[CH:13][CH:14]=1, predict the reactants needed to synthesize it. The reactants are: [S:1]1[CH:5]=[CH:4][N:3]=[CH:2]1.[Li]CCCC.Br[C:12]1[CH:17]=[CH:16][C:15]([O:18][CH3:19])=[CH:14][CH:13]=1.